From a dataset of Experimentally validated miRNA-target interactions with 360,000+ pairs, plus equal number of negative samples. Binary Classification. Given a miRNA mature sequence and a target amino acid sequence, predict their likelihood of interaction. (1) The miRNA is hsa-miR-1236-3p with sequence CCUCUUCCCCUUGUCUCUCCAG. The protein sequence of the target gene is MRRKGRCHRGSAARHPSSPCSIKHSPTRETLTYAQAQRMVEIEIEGRLHRISIFDPLEIILEDDLTAQEMSECNSNKENSERPPVCLRTKRHKNNRVKKKNEVLPSTHGTPASASALPEPKVRIVEYSPPSAPRRPPVYYKFIEKSAEELDNEVEYDMDEEDYAWLEIINEKRKGDCVSAVSQNMFEFLMDRFEKESYCENQKQGEQQSLIDEDAVCCICMDGECQNSNVILFCDMCNLAVHQECYGVPYIPEGQWLCRHCLQSRARPADCVLCPNKGGAFKKTDDDRWGHVVCALWIPE.... Result: 0 (no interaction). (2) The miRNA is mmu-miR-200c-3p with sequence UAAUACUGCCGGGUAAUGAUGGA. The protein sequence of the target gene is MFLPHMNHLTLEQTFFSQVLPKTVKLFDDMMYELTSQARGLSSQNLEIQTTLRNILQTMVQLLGALTGCVQHICATQESIILENIQSLPSSVLHIIKSTFVHCKNSESVYSGCLHLVSDLLQALFKEAYSLQKQLMELLDMVCMDPLVDDNDDILNMVIVIHSLLDICSVISSMDHAFHANTWKFIIKQSLKHQSIIKSQLKHKDIITSLCEDILFSFHSCLQLAEQMTQSDAQDNADYRLFQKTLKLCRFFANSLLHYAKEFLPFLSDSCCTLHQLYLQIHSKFPPSLYATRISKAHQE.... Result: 0 (no interaction). (3) The miRNA is hsa-miR-5581-5p with sequence AGCCUUCCAGGAGAAAUGGAGA. The protein sequence of the target gene is MKAVSPVRPSGRKAPSGCGGGELALRCLAEHGHSLGGSAAAAAAAAAARCKAAEAAADEPALCLQCDMNDCYSRLRRLVPTIPPNKKVSKVEILQHVIDYILDLQLALETHPALLRQPPPPAPPLHPAGACPVAPPRTPLTALNTDPAGAVNKQGDSILCR. Result: 0 (no interaction). (4) The miRNA is hsa-miR-1233-5p with sequence AGUGGGAGGCCAGGGCACGGCA. The protein sequence of the target gene is MLRSGPASGPSVPTGRAMPSRRVARPPAAPELGALGSPDLSSLSLAVSRSTDELEIIDEYIKENGFGLDGGQPGPGEGLPRLVSRGAASLSTVTLGPVAPPATPPPWGCPLGRLVSPAPGPGPQPHLVITEQPKQRGMRFRYECEGRSAGSILGESSTEASKTLPAIELRDCGGLREVEVTACLVWKDWPHRVHPHSLVGKDCTDGICRVRLRPHVSPRHSFNNLGIQCVRKKEIEAAIERKIQLGIDPYNAGSLKNHQEVDMNVVRICFQASYRDQQGQMRRMDPVLSEPVYDKKSTNT.... Result: 0 (no interaction). (5) The miRNA is mmu-miR-124-3p with sequence UAAGGCACGCGGUGAAUGCC. The protein sequence of the target gene is MSRSTRSKERRENDTDSEDNSSETSNQERRRCRQGPPRPPYPPLLPPVFPPPTPPPQVRRTRGLQDLGAMKSVCPGTSGFSSPNPSAASAAAQEVRSATDGNTSTTPPTSAKKRKLNSSSSSSNSSNEREDFDSTSSSSTPPQPRDSASPSTSSFCLGVPVATSSHVPIQKKLRFEDTLEFVGIDTKMAEESSSSSSSSSPTAATSQQQQQQQLKTKSILISSVASVHHANGLAKSSTAVSSFANSKPGSAKKLVIKNFKDKPKLPENYTDETWQKLKEAVEAIQNSTSIKYNLEELYQA.... Result: 1 (interaction). (6) The protein sequence of the target gene is MMQDVSSSPVSPADDSLSNSEEEPDRQQPPSGKRGGRKRRSSRRSAGGGAGPGGAAGGGVGGGDEPGSPAQGKRGKKSAGCGGGGGAGGGGGSSSGGGSPQSYEELQTQRVMANVRERQRTQSLNEAFAALRKIIPTLPSDKLSKIQTLKLAARYIDFLYQVLQSDELDSKMASCSYVAHERLSYAFSVWRMEGAWSMSASH. The miRNA is hsa-miR-3605-5p with sequence UGAGGAUGGAUAGCAAGGAAGCC. Result: 1 (interaction). (7) The miRNA is hsa-miR-6870-3p with sequence GCUCAUCCCCAUCUCCUUUCAG. The protein sequence of the target gene is MMSFVQCGTWFLLTLLHPSLILAQQSNVDELGCNYLGQSYESRDVWKPEPCQICVCDSGSVLCDDIMCDDEPLDCPNPEIPFGECCAICPQPSTPAPVIPDGNRPQGPKGDPGPPGIPGRNGDPGLPGQPGLPGPPGSPGICESCPTGGQNYSPQFDSYDVKSGVGGMGGYPGPAGPPGPPGPPGSSGHPGSPGSPGYQGPPGEPGQAGPAGPPGPPGAIGPSGPAGKDGESGRPGRPGERGLPGPPGIKGPAGIPGFPGMKGHRGFDGRNGEKGETGAPGLKGENGLPGDNGAPGPMGP.... Result: 0 (no interaction). (8) The miRNA is hsa-miR-924 with sequence AGAGUCUUGUGAUGUCUUGC. The protein sequence of the target gene is MSGEDGPAAGPGAAAAAAAARERRQEQLRQWGARAGADPGPGERRARTVRFERAAEFLAACAGGDLDEARLMLRAADPGPGSGAASDPAVPPPARAVLDSTNADGISALHQACIDENLEVVRFLVEQGATVNQADNEGWTPLHVAASCGYLDIARYLLSHGANIAAVNSDGDLPLDLAESDAMEGLLKAEITRRGVDVEAAKRAEEELLLHDTRCWLNGGAMPEARHPRTGASALHVAAAKGYIEVMRLLLQAGYDTELRDGDGWTPLHAAAHWGVEDACRLLAEHGGGMDSLTHAGQRP.... Result: 0 (no interaction).